From a dataset of Experimentally validated miRNA-target interactions with 360,000+ pairs, plus equal number of negative samples. Binary Classification. Given a miRNA mature sequence and a target amino acid sequence, predict their likelihood of interaction. The miRNA is hsa-miR-660-3p with sequence ACCUCCUGUGUGCAUGGAUUA. The protein sequence of the target gene is MPLPFGLKLKRTRRYTVSSKSCLVARIQLLNNEFVEFTLSVESTGQESLEAVAQRLELREVTYFSLWYYNKQNQRRWVDLEKPLKKQLDKYALEPTVYFGVVFYVPSVSQLQQEITRYQYYLQLKKDILEGSIPCTLEQAIQLAGLAVQADFGDFDQYESQDFLQKFALFPVGWLQDEKVLEEATQKVALLHQKYRGLTAPDAEMLYMQEVERMDGYGEESYPAKDSQGSDISIGACLEGIFVKHKNGRHPVVFRWHDIANMSHNKSFFALELANKEETIQFQTEDMETAKYIWRLCVAR.... Result: 0 (no interaction).